Dataset: Full USPTO retrosynthesis dataset with 1.9M reactions from patents (1976-2016). Task: Predict the reactants needed to synthesize the given product. (1) Given the product [C:32]([S:34][CH2:42][CH2:43][N:44]([CH2:62][CH2:63][C:64]1[CH:65]=[CH:66][CH:67]=[CH:68][CH:69]=1)[C:45](=[O:61])[NH:46][C@@H:47]([CH2:57][CH:58]([CH3:59])[CH3:60])[C:48]([N:50]1[CH2:51][CH2:52][N:53]([CH3:56])[CH2:54][CH2:55]1)=[O:49])(=[O:35])[CH3:33], predict the reactants needed to synthesize it. The reactants are: C1(P(C2C=CC=CC=2)C2C=CC=CC=2)C=CC=CC=1.N(C(OCC)=O)=NC(OCC)=O.[C:32]([OH:35])(=[S:34])[CH3:33].C(=O)([O-])O.[Na+].O[CH2:42][CH2:43][N:44]([CH2:62][CH2:63][C:64]1[CH:69]=[CH:68][CH:67]=[CH:66][CH:65]=1)[C:45](=[O:61])[NH:46][C@@H:47]([CH2:57][CH:58]([CH3:60])[CH3:59])[C:48]([N:50]1[CH2:55][CH2:54][N:53]([CH3:56])[CH2:52][CH2:51]1)=[O:49]. (2) Given the product [Cl:1][C:2]1[CH:24]=[C:23]([Cl:25])[CH:22]=[CH:21][C:3]=1[CH2:4][NH:5][C:6]([C:8]1[C:9](=[O:20])[NH:10][N:11]=[C:12]([C:14]2[CH:15]=[N:28][CH:27]=[CH:18][CH:19]=2)[CH:13]=1)=[O:7], predict the reactants needed to synthesize it. The reactants are: [Cl:1][C:2]1[CH:24]=[C:23]([Cl:25])[CH:22]=[CH:21][C:3]=1[CH2:4][NH:5][C:6]([C:8]1[C:9](=[O:20])[NH:10][N:11]=[C:12]([C:14]2[CH:19]=[CH:18]N=C[CH:15]=2)[CH:13]=1)=[O:7].O=[C:27]1C(C(O)=O)=CC(C2C=NC=CC=2)=N[NH:28]1.C(Cl)(=O)C(Cl)=O.ClC1C=C(Cl)C=CC=1CN. (3) Given the product [F:11][C:8]1[CH:9]=[CH:10][C:5]([CH:3]([OH:4])[CH:2]([NH:1][C:33]([C:23]2[C:32]3[C:27](=[CH:28][CH:29]=[CH:30][CH:31]=3)[CH:26]=[CH:25][CH:24]=2)=[O:34])[CH2:12][C:13]2[CH:18]=[CH:17][CH:16]=[CH:15][C:14]=2[C:19]([F:22])([F:20])[F:21])=[CH:6][CH:7]=1, predict the reactants needed to synthesize it. The reactants are: [NH2:1][CH:2]([CH2:12][C:13]1[CH:18]=[CH:17][CH:16]=[CH:15][C:14]=1[C:19]([F:22])([F:21])[F:20])[CH:3]([C:5]1[CH:10]=[CH:9][C:8]([F:11])=[CH:7][CH:6]=1)[OH:4].[C:23]1([C:33](Cl)=[O:34])[C:32]2[C:27](=[CH:28][CH:29]=[CH:30][CH:31]=2)[CH:26]=[CH:25][CH:24]=1.C(=O)([O-])O.[Na+]. (4) Given the product [C:34]([C:33]1[CH:36]=[CH:37][C:30]([CH2:29][N:18]2[C:19](=[O:20])[C:14]([CH3:13])=[C:15]3[S:24][C:23]([C:25]([OH:27])=[O:26])=[CH:22][N:16]3[C:17]2=[O:21])=[CH:31][CH:32]=1)#[N:35], predict the reactants needed to synthesize it. The reactants are: CC1C(=O)NC(=O)N2C=CSC=12.[CH3:13][C:14]1[C:19](=[O:20])[NH:18][C:17](=[O:21])[N:16]2[CH:22]=[C:23]([C:25]([OH:27])=[O:26])[S:24][C:15]=12.Br[CH2:29][C:30]1[CH:37]=[CH:36][C:33]([C:34]#[N:35])=[CH:32][CH:31]=1. (5) Given the product [NH2:6][C:7]1[CH:8]=[CH:9][CH:10]=[CH:11][C:1]=1[C:2]([NH:18][C:17]1[CH:19]=[CH:20][C:14]([Br:13])=[CH:15][CH:16]=1)=[O:4], predict the reactants needed to synthesize it. The reactants are: [C:1]12[C:7](=[CH:8][CH:9]=[CH:10][CH:11]=1)[NH:6]C(=O)[O:4][C:2]2=O.[Br:13][C:14]1[CH:20]=[CH:19][C:17]([NH2:18])=[CH:16][CH:15]=1. (6) Given the product [OH:19][C:9]1[C:10]2[CH:16]=[C:15]([OH:17])[C:14]([OH:18])=[CH:13][C:11]=2[S:12][CH:8]=1, predict the reactants needed to synthesize it. The reactants are: C(OC([C:8]1[S:12][C:11]2[CH:13]=[C:14]([OH:18])[C:15]([OH:17])=[CH:16][C:10]=2[C:9]=1[OH:19])=O)CCC.[OH-].[Na+]. (7) Given the product [O:27]=[C:11]1[N:10]([C@H:8]([C:5]2[CH:6]=[CH:7][C:2]([C:29]3[CH:30]=[CH:31][CH:32]=[CH:33][N:28]=3)=[CH:3][CH:4]=2)[CH3:9])[CH2:15][CH2:14][C@:13]([CH2:22][CH2:23][C:24]([NH2:26])=[O:25])([C:16]2[CH:21]=[CH:20][CH:19]=[CH:18][CH:17]=2)[O:12]1, predict the reactants needed to synthesize it. The reactants are: Br[C:2]1[CH:7]=[CH:6][C:5]([C@@H:8]([N:10]2[CH2:15][CH2:14][C@:13]([CH2:22][CH2:23][C:24]([NH2:26])=[O:25])([C:16]3[CH:21]=[CH:20][CH:19]=[CH:18][CH:17]=3)[O:12][C:11]2=[O:27])[CH3:9])=[CH:4][CH:3]=1.[N:28]1[CH:33]=[CH:32][CH:31]=[CH:30][C:29]=1B(O)O.